Dataset: Full USPTO retrosynthesis dataset with 1.9M reactions from patents (1976-2016). Task: Predict the reactants needed to synthesize the given product. Given the product [F:19][C:20]([F:30])([F:31])[C@H:21]1[CH2:22][CH2:23][C@H:24]([C:27]([N:1]2[CH2:5][CH2:4][CH2:3][C@@H:2]2[CH2:6][O:7][C:8]2[C:9]([C:14]([O:16][CH2:17][CH3:18])=[O:15])=[N:10][CH:11]=[CH:12][CH:13]=2)=[O:28])[CH2:25][CH2:26]1, predict the reactants needed to synthesize it. The reactants are: [NH:1]1[CH2:5][CH2:4][CH2:3][C@@H:2]1[CH2:6][O:7][C:8]1[C:9]([C:14]([O:16][CH2:17][CH3:18])=[O:15])=[N:10][CH:11]=[CH:12][CH:13]=1.[F:19][C:20]([F:31])([F:30])[C@H:21]1[CH2:26][CH2:25][C@H:24]([C:27](O)=[O:28])[CH2:23][CH2:22]1.COC1C=C(OC[C@H]2CCCN2C([C@H]2CC[C@H](C(F)(F)F)CC2)=O)C(C(O)=O)=NC=1.